This data is from Peptide-MHC class I binding affinity with 185,985 pairs from IEDB/IMGT. The task is: Regression. Given a peptide amino acid sequence and an MHC pseudo amino acid sequence, predict their binding affinity value. This is MHC class I binding data. (1) The peptide sequence is DTSASEIKDR. The MHC is HLA-A11:01 with pseudo-sequence HLA-A11:01. The binding affinity (normalized) is 0.350. (2) The peptide sequence is AETQNSSFII. The MHC is HLA-B44:03 with pseudo-sequence HLA-B44:03. The binding affinity (normalized) is 0.672.